Dataset: Full USPTO retrosynthesis dataset with 1.9M reactions from patents (1976-2016). Task: Predict the reactants needed to synthesize the given product. (1) Given the product [Cl:1][C:2]1[CH:3]=[CH:4][C:5]([C:28]([O:30][CH3:31])=[O:29])=[C:6]2[C:10]=1[N:9]=[C:8]1[N:11]([C:12]3[C:13]([C:20]([F:22])([F:21])[F:23])=[N:14][C:15]([O:18][CH3:19])=[CH:16][CH:17]=3)[CH2:26][CH2:25][CH2:24][N:7]21, predict the reactants needed to synthesize it. The reactants are: [Cl:1][C:2]1[C:10]2[N:9]=[C:8]([NH:11][C:12]3[C:13]([C:20]([F:23])([F:22])[F:21])=[N:14][C:15]([O:18][CH3:19])=[CH:16][CH:17]=3)[N:7]([CH2:24][CH2:25][CH2:26]O)[C:6]=2[C:5]([C:28]([O:30][CH3:31])=[O:29])=[CH:4][CH:3]=1.C(N(CC)CC)C.CS(Cl)(=O)=O.C(=O)([O-])O.[Na+].C(=O)([O-])[O-].[K+].[K+]. (2) Given the product [Cl:1][C:2]1[CH:26]=[CH:25][CH:24]=[CH:23][C:3]=1[C:4]([NH:6][C@H:7]1[CH2:11][CH2:10][CH2:9][C@@H:8]1[NH:12][C:13]1[N:28]=[CH:17][C:16]([C:19]([F:21])([F:20])[F:22])=[CH:15][N:14]=1)=[O:5], predict the reactants needed to synthesize it. The reactants are: [Cl:1][C:2]1[CH:26]=[CH:25][CH:24]=[CH:23][C:3]=1[C:4]([NH:6][C@H:7]1[CH2:11][CH2:10][CH2:9][C@@H:8]1[NH:12][C:13]1C=[CH:17][C:16]([C:19]([F:22])([F:21])[F:20])=[CH:15][N:14]=1)=[O:5].Cl.[NH2:28][C@H]1CCC[C@@H]1NC(=O)C1C=CC=CC=1Cl.ClC1N=CC(C(F)(F)F)=CN=1. (3) The reactants are: [NH2:1][C:2]1[CH:18]=[C:17]([C:19]#[N:20])[CH:16]=[CH:15][C:3]=1[CH2:4][NH:5][C:6](=[O:14])[C:7]1[CH:12]=[CH:11][CH:10]=[C:9]([CH3:13])[CH:8]=1.Cl[CH2:22][C:23]([N:25]1[CH2:30][CH2:29][O:28][CH2:27][CH2:26]1)=[O:24]. Given the product [C:19]([C:17]1[CH:16]=[CH:15][C:3]([CH2:4][NH:5][C:6](=[O:14])[C:7]2[CH:12]=[CH:11][CH:10]=[C:9]([CH3:13])[CH:8]=2)=[C:2]([NH:1][CH2:22][C:23]([N:25]2[CH2:30][CH2:29][O:28][CH2:27][CH2:26]2)=[O:24])[CH:18]=1)#[N:20], predict the reactants needed to synthesize it.